This data is from Catalyst prediction with 721,799 reactions and 888 catalyst types from USPTO. The task is: Predict which catalyst facilitates the given reaction. (1) Product: [C:13]([C:12]1[C:2]([NH:19][CH:20]2[CH2:24][CH2:23][CH:22]([C:25]([OH:27])=[O:26])[CH2:21]2)=[N:3][C:4]([C:15]([F:18])([F:17])[F:16])=[C:5]([C:6]([O:8][CH2:9][CH3:10])=[O:7])[CH:11]=1)#[N:14]. The catalyst class is: 14. Reactant: Cl[C:2]1[C:12]([C:13]#[N:14])=[CH:11][C:5]([C:6]([O:8][CH2:9][CH3:10])=[O:7])=[C:4]([C:15]([F:18])([F:17])[F:16])[N:3]=1.[NH2:19][CH:20]1[CH2:24][CH2:23][CH:22]([C:25]([OH:27])=[O:26])[CH2:21]1. (2) The catalyst class is: 118. Product: [N:57]1([CH2:63][CH2:64][CH2:65][NH:66][C:21]([C:17]2[CH:18]=[C:19]3[C:14](=[CH:15][CH:16]=2)[NH:13][C:12]([C:3]2[C:2](=[O:1])[NH:11][C:10]4[C:5](=[CH:6][CH:7]=[CH:8][CH:9]=4)[N:4]=2)=[CH:20]3)=[O:22])[CH2:62][CH2:61][O:60][CH2:59][CH2:58]1. Reactant: [O:1]=[C:2]1[NH:11][C:10]2[C:5](=[CH:6][CH:7]=[CH:8][CH:9]=2)[N:4]=[C:3]1[C:12]1[NH:13][C:14]2[C:19]([CH:20]=1)=[CH:18][C:17]([C:21](O)=[O:22])=[CH:16][CH:15]=2.C1CN([P+](ON2N=NC3C=CC=CC2=3)(N2CCCC2)N2CCCC2)CC1.F[P-](F)(F)(F)(F)F.[N:57]1([CH2:63][CH2:64][CH2:65][NH2:66])[CH2:62][CH2:61][O:60][CH2:59][CH2:58]1. (3) Reactant: Cl.[NH2:2][CH2:3][C:4]1[CH:5]=[C:6]2[C:10](=[CH:11][CH:12]=1)[C:9](=[O:13])[N:8]([CH:14]1[CH2:19][CH2:18][C:17](=[O:20])[NH:16][C:15]1=[O:21])[C:7]2=[O:22].[C:23]([C:27]1[CH:35]=[CH:34][C:30]([C:31](Cl)=[O:32])=[CH:29][CH:28]=1)([CH3:26])([CH3:25])[CH3:24]. The catalyst class is: 744. Product: [C:23]([C:27]1[CH:28]=[CH:29][C:30]([C:31]([NH:2][CH2:3][C:4]2[CH:5]=[C:6]3[C:10](=[CH:11][CH:12]=2)[C:9](=[O:13])[N:8]([CH:14]2[CH2:19][CH2:18][C:17](=[O:20])[NH:16][C:15]2=[O:21])[C:7]3=[O:22])=[O:32])=[CH:34][CH:35]=1)([CH3:26])([CH3:24])[CH3:25]. (4) Reactant: [CH3:1][O:2][C:3](=[O:19])[C:4]1[CH:9]=[CH:8][C:7]([C:10]([CH2:16][CH:17]=[CH2:18])([CH2:14][OH:15])[CH2:11][CH:12]=[CH2:13])=[CH:6][CH:5]=1.[CH3:20][C:21]1[CH:26]=[C:25](O)[CH:24]=[C:23]([CH3:28])[C:22]=1[C:29]1[CH:34]=[CH:33][C:32]([C:35]([F:38])([F:37])[F:36])=[CH:31][CH:30]=1.C1(P(C2C=CC=CC=2)C2C=CC=CC=2)C=CC=CC=1.N(C(N1CCCCC1)=O)=NC(N1CCCCC1)=O. Product: [CH3:1][O:2][C:3](=[O:19])[C:4]1[CH:9]=[CH:8][C:7]([C:10]([CH2:16][CH:17]=[CH2:18])([CH2:14][O:15][C:25]2[CH:26]=[C:21]([CH3:20])[C:22]([C:29]3[CH:34]=[CH:33][C:32]([C:35]([F:36])([F:38])[F:37])=[CH:31][CH:30]=3)=[C:23]([CH3:28])[CH:24]=2)[CH2:11][CH:12]=[CH2:13])=[CH:6][CH:5]=1. The catalyst class is: 224.